This data is from CYP3A4 inhibition data for predicting drug metabolism from PubChem BioAssay. The task is: Regression/Classification. Given a drug SMILES string, predict its absorption, distribution, metabolism, or excretion properties. Task type varies by dataset: regression for continuous measurements (e.g., permeability, clearance, half-life) or binary classification for categorical outcomes (e.g., BBB penetration, CYP inhibition). Dataset: cyp3a4_veith. (1) The result is 0 (non-inhibitor). The molecule is CN1CCc2cccc3c2[C@@H]1Cc1ccc(O)c(O)c1-3.CN1CCc2cccc3c2[C@@H]1Cc1ccc(O)c(O)c1-3.Cl.Cl.O. (2) The compound is Cc1cc(C)c2c(SCc3ccc(Cl)cc3Cl)nc(N)nc2n1. The result is 0 (non-inhibitor). (3) The molecule is CC(C)C[C@@H](NC(=O)OCC1c2ccccc2-c2ccccc21)C(=O)O. The result is 0 (non-inhibitor). (4) The molecule is CCC(=O)Nc1cccc(NC(=O)c2cccc([N+](=O)[O-])c2)c1. The result is 1 (inhibitor).